From a dataset of Forward reaction prediction with 1.9M reactions from USPTO patents (1976-2016). Predict the product of the given reaction. Given the reactants [C:1]([Si:5]([CH3:16])([CH3:15])[O:6][CH2:7][CH2:8][N:9]1[CH:13]=[CH:12][C:11]([NH2:14])=[N:10]1)([CH3:4])([CH3:3])[CH3:2].N1C(C)=CC=CC=1C.[Cl:25][C:26]1[CH:27]=[C:28]([C@@H:36]([CH2:40][C@H:41]2[CH2:45][CH2:44][C:43](=[O:46])[CH2:42]2)[C:37](Cl)=[O:38])[CH:29]=[CH:30][C:31]=1[S:32]([CH3:35])(=[O:34])=[O:33], predict the reaction product. The product is: [C:1]([Si:5]([CH3:16])([CH3:15])[O:6][CH2:7][CH2:8][N:9]1[CH:13]=[CH:12][C:11]([NH:14][C:37](=[O:38])[C@@H:36]([C:28]2[CH:29]=[CH:30][C:31]([S:32]([CH3:35])(=[O:33])=[O:34])=[C:26]([Cl:25])[CH:27]=2)[CH2:40][C@H:41]2[CH2:45][CH2:44][C:43](=[O:46])[CH2:42]2)=[N:10]1)([CH3:4])([CH3:3])[CH3:2].